This data is from Reaction yield outcomes from USPTO patents with 853,638 reactions. The task is: Predict the reaction yield, written as a fraction of the theoretical maximum amount of product (1.0 means a 100% yield; for example, 0.34 means a 34% yield). (1) The reactants are [N+:1]([C:4]1[CH:12]=[C:11]2[C:7]([CH:8]=[CH:9][NH:10]2)=[CH:6][CH:5]=1)([O-:3])=[O:2].ClS([N:17]=[C:18]=O)(=O)=O.C([O-])(O)=O.[Na+]. The catalyst is CN(C=O)C.CC#N. The product is [N+:1]([C:4]1[CH:12]=[C:11]2[C:7]([C:8]([C:18]#[N:17])=[CH:9][NH:10]2)=[CH:6][CH:5]=1)([O-:3])=[O:2]. The yield is 0.820. (2) The reactants are [ClH:1].CC(C1C=C(C=C(C(C)(C)C)C=1O)C(NC1C=CC([NH:18][C:19]([C:21]2[S:22][CH:23]=[CH:24][CH:25]=2)=N)=CC=1)=O)(C)C.CC(C1C=C([C:49](=[CH2:61])[C:50]([NH:52][C:53]2[CH:58]=[CH:57][C:56]([OH:59])=[C:55]([NH2:60])[CH:54]=2)=[O:51])C=C(C(C)(C)C)C=1O)(C)C.[CH3:62][C:63]([C:66]1[CH:67]=[C:68]([CH:79]=[C:80]([C:83]([CH3:86])([CH3:85])[CH3:84])[C:81]=1[OH:82])C(NC1C=CC(N)=CC=1)=O)([CH3:65])[CH3:64]. No catalyst specified. The product is [ClH:1].[CH3:86][C:83]([C:80]1[CH:79]=[C:68]([CH:61]=[CH:49][C:50]([NH:52][C:53]2[CH:58]=[CH:57][C:56]([OH:59])=[C:55]([NH:60][C:19]([C:21]3[S:22][CH:23]=[CH:24][CH:25]=3)=[NH:18])[CH:54]=2)=[O:51])[CH:67]=[C:66]([C:63]([CH3:64])([CH3:65])[CH3:62])[C:81]=1[OH:82])([CH3:85])[CH3:84]. The yield is 0.620. (3) The reactants are [C:1]([OH:6])#[C:2][CH2:3][CH2:4][CH3:5].[Si:7](Cl)([C:20]([CH3:23])([CH3:22])[CH3:21])([C:14]1[CH:19]=[CH:18][CH:17]=[CH:16][CH:15]=1)[C:8]1[CH:13]=[CH:12][CH:11]=[CH:10][CH:9]=1.CCN(CC)CC.C([O-])([O-])=O.[K+].[K+]. The catalyst is C(Cl)Cl. The product is [C:20]([Si:7]([O:6][CH2:1][CH2:2][CH2:3][C:4]#[CH:5])([C:14]1[CH:19]=[CH:18][CH:17]=[CH:16][CH:15]=1)[C:8]1[CH:9]=[CH:10][CH:11]=[CH:12][CH:13]=1)([CH3:23])([CH3:21])[CH3:22]. The yield is 0.980. (4) The reactants are [NH:1]1[CH2:9][CH2:8][CH:4]([C:5]([OH:7])=[O:6])[CH2:3][CH2:2]1.[C:10](O[C:10]([O:12][C:13]([CH3:16])([CH3:15])[CH3:14])=[O:11])([O:12][C:13]([CH3:16])([CH3:15])[CH3:14])=[O:11].Cl. The catalyst is O1CCCC1.[OH-].[Na+]. The product is [C:13]([O:12][C:10]([N:1]1[CH2:9][CH2:8][CH:4]([C:5]([OH:7])=[O:6])[CH2:3][CH2:2]1)=[O:11])([CH3:16])([CH3:15])[CH3:14]. The yield is 0.940. (5) The reactants are [C:1]([O:9]CC)(=O)[CH2:2][C:3]([O:5][CH2:6][CH3:7])=[O:4].[H-].[Na+].[H][H].[CH3:16][N:17]1[C:22]2[CH:23]=[CH:24][C:25](C)=[CH:26][C:21]=2[C:20](=O)[O:19]C1=O.[ClH:30]. The catalyst is CC(N(C)C)=O. The product is [CH2:6]([O:5][C:3]([C:2]1[C:1](=[O:9])[N:17]([CH3:16])[C:22]2[C:21]([C:20]=1[OH:19])=[CH:26][C:25]([Cl:30])=[CH:24][CH:23]=2)=[O:4])[CH3:7]. The yield is 0.970. (6) The reactants are [F:1][C:2]1[CH:3]=[C:4]([N:9]2[CH2:13][CH:12]([CH2:14][NH:15][C:16](=[O:18])[CH3:17])[O:11][C:10]2=[O:19])[CH:5]=[CH:6][C:7]=1I.[CH3:20][C:21]1([CH3:28])[C:25]([CH3:27])([CH3:26])[O:24][BH:23][O:22]1.C(N(CC)CC)C. The catalyst is O1CCOCC1.[Pd+2].ClC1C=C[C-](P(C2C=CC=CC=2)C2C=CC=CC=2)C=1Cl.[C-]1(P(C2C=CC=CC=2)C2C=CC=CC=2)C=CC=C1.[Fe+2]. The product is [F:1][C:2]1[CH:3]=[C:4]([N:9]2[CH2:13][CH:12]([CH2:14][NH:15][C:16](=[O:18])[CH3:17])[O:11][C:10]2=[O:19])[CH:5]=[CH:6][C:7]=1[B:23]1[O:24][C:25]([CH3:27])([CH3:26])[C:21]([CH3:28])([CH3:20])[O:22]1. The yield is 0.940.